From a dataset of Reaction yield outcomes from USPTO patents with 853,638 reactions. Predict the reaction yield, written as a fraction of the theoretical maximum amount of product (1.0 means a 100% yield; for example, 0.34 means a 34% yield). (1) The reactants are [Cl:1][C:2]1[C:3]([N:42]2[CH2:47][C@@H:46]([NH:48][C:49]([O:51][C:52]([CH3:55])([CH3:54])[CH3:53])=[O:50])[CH2:45][C@@H:44]([NH:56][C:57]([O:59][C:60]([CH3:63])([CH3:62])[CH3:61])=[O:58])[CH2:43]2)=[N:4][C:5]([N:20]2[CH2:25][C@@H:24]([NH:26][C:27]([O:29][C:30]([CH3:33])([CH3:32])[CH3:31])=[O:28])[CH2:23][C@@H:22]([NH:34][C:35]([O:37][C:38]([CH3:41])([CH3:40])[CH3:39])=[O:36])[CH2:21]2)=[C:6]([Cl:19])[C:7]=1[NH:8][C:9]1[CH:14]=[CH:13][C:12]([NH:15]C(=O)C)=[CH:11][CH:10]=1.NN. The catalyst is CO.CN1C(=O)CCC1.CCOC(C)=O. The product is [Cl:1][C:2]1[C:3]([N:42]2[CH2:47][C@@H:46]([NH:48][C:49]([O:51][C:52]([CH3:55])([CH3:54])[CH3:53])=[O:50])[CH2:45][C@@H:44]([NH:56][C:57]([O:59][C:60]([CH3:63])([CH3:62])[CH3:61])=[O:58])[CH2:43]2)=[N:4][C:5]([N:20]2[CH2:25][C@@H:24]([NH:26][C:27]([O:29][C:30]([CH3:33])([CH3:32])[CH3:31])=[O:28])[CH2:23][C@@H:22]([NH:34][C:35]([O:37][C:38]([CH3:41])([CH3:40])[CH3:39])=[O:36])[CH2:21]2)=[C:6]([Cl:19])[C:7]=1[NH:8][C:9]1[CH:14]=[CH:13][C:12]([NH2:15])=[CH:11][CH:10]=1. The yield is 0.898. (2) The reactants are [C:1]([O:7][C:8]([CH3:11])([CH3:10])[CH3:9])(=[O:6])[CH2:2][C:3]([CH3:5])=O.[F:12][C:13]1[CH:20]=[C:19]([Br:21])[CH:18]=[CH:17][C:14]=1[CH:15]=O.[NH4+:22].[OH-:23]. The catalyst is CCO.C(Cl)Cl. The product is [Br:21][C:19]1[CH:18]=[CH:17][C:14]([CH:15]2[C:2]([C:1]([O:7][C:8]([CH3:11])([CH3:10])[CH3:9])=[O:6])=[C:3]([CH3:5])[NH:22][C:3]([CH3:5])=[C:2]2[C:1]([O:7][C:8]([CH3:11])([CH3:10])[CH3:9])=[O:23])=[C:13]([F:12])[CH:20]=1. The yield is 0.280. (3) The reactants are [Br:1][C:2]1[C:8]([C:9]([F:12])([F:11])[F:10])=[CH:7][C:5]([NH2:6])=[C:4]([O:13][CH2:14][CH2:15]Cl)[CH:3]=1.[I-].[K+].C(=O)([O-])[O-].[K+].[K+].O. The catalyst is CN(C=O)C. The product is [Br:1][C:2]1[C:8]([C:9]([F:12])([F:11])[F:10])=[CH:7][C:5]2[NH:6][CH2:15][CH2:14][O:13][C:4]=2[CH:3]=1. The yield is 0.990. (4) The reactants are [NH2:1][C:2]1[N:7]=[C:6]([O:8][CH2:9][C:10]2[CH:15]=[CH:14][C:13]([CH2:16][NH:17][C:18](=[O:23])[C:19]([F:22])([F:21])[F:20])=[CH:12][CH:11]=2)[CH:5]=[C:4]([NH2:24])[N:3]=1.[N:25]([O-])=[O:26].[Na+]. The catalyst is C(O)(=O)C.O. The product is [NH2:1][C:2]1[N:7]=[C:6]([O:8][CH2:9][C:10]2[CH:15]=[CH:14][C:13]([CH2:16][NH:17][C:18](=[O:23])[C:19]([F:22])([F:20])[F:21])=[CH:12][CH:11]=2)[C:5]([N:25]=[O:26])=[C:4]([NH2:24])[N:3]=1. The yield is 0.770. (5) The reactants are C1([NH:7][C:8]([C:10]2[C:11](=[O:29])[N:12]([CH2:22][C:23]3[CH:28]=[CH:27][CH:26]=[CH:25][CH:24]=3)[C:13]3[C:18]([C:19]=2O)=[CH:17][C:16]([CH3:21])=[CH:15][CH:14]=3)=O)CCCCC1.P(Cl)(Cl)([Cl:32])=O. No catalyst specified. The product is [CH2:22]([N:12]1[C:13]2[C:18](=[CH:17][C:16]([CH3:21])=[CH:15][CH:14]=2)[C:19]([Cl:32])=[C:10]([C:8]#[N:7])[C:11]1=[O:29])[C:23]1[CH:28]=[CH:27][CH:26]=[CH:25][CH:24]=1. The yield is 0.380. (6) The reactants are [CH3:1][O:2][C:3](=[O:46])[C:4]1[CH:9]=[CH:8][CH:7]=[CH:6][C:5]=1[O:10][C:11]1[CH:16]=[CH:15][CH:14]=[C:13]([O:17][CH2:18][CH2:19][CH2:20][O:21][C:22]2[CH:27]=[C:26]([O:28]CC3C=CC=CC=3)[C:25]([N:36]3[CH:40]=[CH:39][CH:38]=[CH:37]3)=[CH:24][C:23]=2[CH2:41][CH3:42])[C:12]=1[CH2:43][CH2:44][CH3:45].B(F)(F)F.CCOCC. The catalyst is C(S)C.C(OCC)C.O. The product is [CH3:1][O:2][C:3](=[O:46])[C:4]1[CH:9]=[CH:8][CH:7]=[CH:6][C:5]=1[O:10][C:11]1[CH:16]=[CH:15][CH:14]=[C:13]([O:17][CH2:18][CH2:19][CH2:20][O:21][C:22]2[CH:27]=[C:26]([OH:28])[C:25]([N:36]3[CH:40]=[CH:39][CH:38]=[CH:37]3)=[CH:24][C:23]=2[CH2:41][CH3:42])[C:12]=1[CH2:43][CH2:44][CH3:45]. The yield is 0.230. (7) The reactants are [F:1][C:2]([F:17])([F:16])[C:3]1[CH:15]=[CH:14][C:6]2[C:7](=O)[NH:8][CH2:9][C:10](=O)[NH:11][C:5]=2[CH:4]=1.[H-].[Al+3].[Li+].[H-].[H-].[H-]. The catalyst is C1COCC1. The product is [F:17][C:2]([F:1])([F:16])[C:3]1[CH:15]=[CH:14][C:6]2[CH2:7][NH:8][CH2:9][CH2:10][NH:11][C:5]=2[CH:4]=1. The yield is 0.690. (8) The reactants are [C:1](OC(=O)C)(=[O:3])[CH3:2].Cl.[CH3:9][O:10][C:11]1[CH:12]=[CH:13][C:14]2[CH2:15][C@H:16]3[NH:27][CH2:26][CH2:25][C@@:22]4([C:23]=2[CH:24]=1)[C@H:17]3[CH2:18][CH2:19][CH2:20][CH2:21]4.C(N(CC)CC)C. The catalyst is C1COCC1. The product is [CH3:9][O:10][C:11]1[CH:12]=[CH:13][C:14]2[CH2:15][C@H:16]3[N:27]([C:1](=[O:3])[CH3:2])[CH2:26][CH2:25][C@@:22]4([C:23]=2[CH:24]=1)[C@H:17]3[CH2:18][CH2:19][CH2:20][CH2:21]4. The yield is 0.810. (9) The reactants are [CH2:1]([C:5]1[CH:10]=[CH:9][C:8]([C:11]#[C:12][C:13]2[CH:39]=[CH:38][C:16]([CH2:17][N:18]([CH2:32][CH2:33][CH2:34][CH2:35][CH2:36][CH3:37])[C:19]3[CH:31]=[CH:30][C:22]4[O:23]C(C)(C)[O:25][C:26](=[O:27])[C:21]=4[CH:20]=3)=[CH:15][CH:14]=2)=[CH:7][CH:6]=1)[CH2:2][CH2:3][CH3:4].[OH-].[Na+].[ClH:42]. The catalyst is CCO.O. The product is [ClH:42].[CH2:1]([C:5]1[CH:6]=[CH:7][C:8]([C:11]#[C:12][C:13]2[CH:39]=[CH:38][C:16]([CH2:17][N:18]([CH2:32][CH2:33][CH2:34][CH2:35][CH2:36][CH3:37])[C:19]3[CH:31]=[CH:30][C:22]([OH:23])=[C:21]([CH:20]=3)[C:26]([OH:27])=[O:25])=[CH:15][CH:14]=2)=[CH:9][CH:10]=1)[CH2:2][CH2:3][CH3:4]. The yield is 0.650. (10) The reactants are [H-].[H-].[H-].[H-].[Li+].[Al+3].CON(C)[C:10]([CH:12]1[CH2:17][CH2:16][CH2:15][CH:14]([N:18]([CH3:26])[C:19](=[O:25])[O:20][C:21]([CH3:24])([CH3:23])[CH3:22])[CH2:13]1)=[O:11]. The catalyst is CCOCC. The product is [CH:10]([CH:12]1[CH2:17][CH2:16][CH2:15][CH:14]([N:18]([CH3:26])[C:19](=[O:25])[O:20][C:21]([CH3:22])([CH3:23])[CH3:24])[CH2:13]1)=[O:11]. The yield is 0.870.